From a dataset of Catalyst prediction with 721,799 reactions and 888 catalyst types from USPTO. Predict which catalyst facilitates the given reaction. (1) Reactant: [NH:1]1[CH2:9][CH2:8][CH:4]([C:5]([OH:7])=[O:6])[CH2:3][CH2:2]1.[CH3:10][C:11]([O:14][C:15](O[C:15]([O:14][C:11]([CH3:13])([CH3:12])[CH3:10])=[O:16])=[O:16])([CH3:13])[CH3:12].[CH3:25]O. Product: [CH3:25][O:6][C:5]([CH:4]1[CH2:8][CH2:9][N:1]([C:15]([O:14][C:11]([CH3:13])([CH3:12])[CH3:10])=[O:16])[CH2:2][CH2:3]1)=[O:7]. The catalyst class is: 2. (2) Reactant: C(OC([N:11]1[CH2:16][CH2:15][C:14]([OH:21])([C:17]([F:20])([F:19])[F:18])[CH2:13][CH2:12]1)=O)C1C=CC=CC=1. Product: [F:20][C:17]([F:18])([F:19])[C:14]1([OH:21])[CH2:13][CH2:12][NH:11][CH2:16][CH2:15]1. The catalyst class is: 50.